From a dataset of Catalyst prediction with 721,799 reactions and 888 catalyst types from USPTO. Predict which catalyst facilitates the given reaction. (1) Reactant: [Br:1][C:2]1[CH:16]=[CH:15][C:5]([N:6]([CH2:8][CH2:9][CH2:10][CH2:11][C:12]([OH:14])=[O:13])[CH3:7])=[C:4]([CH:17]=[O:18])[CH:3]=1.[C:19](=O)([O-])[O-].[K+].[K+].CI.CN(C=O)C.C(OCC)(=O)C. Product: [CH3:19][O:13][C:12](=[O:14])[CH2:11][CH2:10][CH2:9][CH2:8][N:6]([CH3:7])[C:5]1[CH:15]=[CH:16][C:2]([Br:1])=[CH:3][C:4]=1[CH:17]=[O:18]. The catalyst class is: 18. (2) Reactant: [Br:1][C:2]1[CH:3]=[CH:4][C:5]([F:31])=[C:6]([C@:8]([NH:19][CH2:20][C:21]2[CH:26]=[CH:25][C:24]([O:27][CH3:28])=[CH:23][C:22]=2[O:29][CH3:30])([CH3:18])[CH2:9][S:10][C:11]2([C:15]([OH:17])=O)[CH2:14][CH2:13][CH2:12]2)[CH:7]=1.C(N(C(C)C)CC)(C)C.CCCP1(OP(CCC)(=O)OP(CCC)(=O)O1)=O. Product: [Br:1][C:2]1[CH:3]=[CH:4][C:5]([F:31])=[C:6]([C@@:8]2([CH3:18])[N:19]([CH2:20][C:21]3[CH:26]=[CH:25][C:24]([O:27][CH3:28])=[CH:23][C:22]=3[O:29][CH3:30])[C:15](=[O:17])[C:11]3([CH2:14][CH2:13][CH2:12]3)[S:10][CH2:9]2)[CH:7]=1. The catalyst class is: 13. (3) Reactant: [Li]CCCC.Br[C:7]1[S:8][CH:9]=[CH:10][N:11]=1.[CH2:12]([O:19][C:20]1[CH:25]=[CH:24][C:23]([CH2:26][C:27](OC)=[O:28])=[CH:22][CH:21]=1)[C:13]1[CH:18]=[CH:17][CH:16]=[CH:15][CH:14]=1. Product: [CH2:12]([O:19][C:20]1[CH:21]=[CH:22][C:23]([CH2:26][C:27]([C:7]2[S:8][CH:9]=[CH:10][N:11]=2)=[O:28])=[CH:24][CH:25]=1)[C:13]1[CH:14]=[CH:15][CH:16]=[CH:17][CH:18]=1. The catalyst class is: 28. (4) Reactant: [CH3:1][O:2][CH2:3][CH2:4][N:5]([CH3:20])[CH2:6][CH2:7][CH2:8][N:9]1C(=O)C2C(=CC=CC=2)C1=O. Product: [CH3:1][O:2][CH2:3][CH2:4][N:5]([CH3:20])[CH2:6][CH2:7][CH2:8][NH2:9]. The catalyst class is: 14. (5) Reactant: [CH3:1][N:2]([CH2:4][C:5]1[CH:10]=[CH:9][CH:8]=[CH:7][C:6]=1[N:11]1[CH2:16][CH2:15][N:14]([C:17](=[O:47])[C@H:18]([NH:27][C:28]([C@@H:30]2[CH2:39][C:38]3[C:33](=[CH:34][CH:35]=[CH:36][CH:37]=3)[CH2:32][N:31]2C(OC(C)(C)C)=O)=[O:29])[CH2:19][C:20]2[CH:25]=[CH:24][C:23]([Cl:26])=[CH:22][CH:21]=2)[CH2:13][CH2:12]1)[CH3:3].Cl. The catalyst class is: 12. Product: [CH3:1][N:2]([CH2:4][C:5]1[CH:10]=[CH:9][CH:8]=[CH:7][C:6]=1[N:11]1[CH2:12][CH2:13][N:14]([C:17](=[O:47])[C@H:18]([NH:27][C:28]([C@@H:30]2[CH2:39][C:38]3[C:33](=[CH:34][CH:35]=[CH:36][CH:37]=3)[CH2:32][NH:31]2)=[O:29])[CH2:19][C:20]2[CH:25]=[CH:24][C:23]([Cl:26])=[CH:22][CH:21]=2)[CH2:15][CH2:16]1)[CH3:3]. (6) Reactant: [NH2:1][C:2]1[CH:3]=[C:4]([C:16]2[N:21]([CH2:22][C:23]([O:25][CH3:26])=[O:24])[C:20](=[O:27])[C:19]([NH:28][CH:29]([CH3:31])[CH3:30])=[N:18][CH:17]=2)[CH:5]=[C:6]([NH:8][C:9]([O:11][C:12]([CH3:15])([CH3:14])[CH3:13])=[O:10])[CH:7]=1.[C:32]1([CH2:38][CH:39]=O)[CH:37]=[CH:36][CH:35]=[CH:34][CH:33]=1.C(O)(=O)C.C(O[BH-](OC(=O)C)OC(=O)C)(=O)C.[Na+]. Product: [C:12]([O:11][C:9]([NH:8][C:6]1[CH:5]=[C:4]([C:16]2[N:21]([CH2:22][C:23]([O:25][CH3:26])=[O:24])[C:20](=[O:27])[C:19]([NH:28][CH:29]([CH3:31])[CH3:30])=[N:18][CH:17]=2)[CH:3]=[C:2]([NH:1][CH2:39][CH2:38][C:32]2[CH:37]=[CH:36][CH:35]=[CH:34][CH:33]=2)[CH:7]=1)=[O:10])([CH3:13])([CH3:14])[CH3:15]. The catalyst class is: 1. (7) Reactant: [C:1]([C:3]1[CH:12]=[C:11]2[C:6]([CH:7]=[CH:8][C:9](=[O:16])[N:10]2[CH2:13][CH:14]=O)=[N:5][CH:4]=1)#[N:2].[NH:17]1[CH2:22][CH2:21][CH:20]([NH:23][C:24](=[O:30])[O:25][C:26]([CH3:29])([CH3:28])[CH3:27])[CH2:19][CH2:18]1.C(O[BH-](OC(=O)C)OC(=O)C)(=O)C.[Na+].C(=O)([O-])O.[Na+]. Product: [C:1]([C:3]1[CH:12]=[C:11]2[C:6]([CH:7]=[CH:8][C:9](=[O:16])[N:10]2[CH2:13][CH2:14][N:17]2[CH2:18][CH2:19][CH:20]([NH:23][C:24](=[O:30])[O:25][C:26]([CH3:28])([CH3:27])[CH3:29])[CH2:21][CH2:22]2)=[N:5][CH:4]=1)#[N:2]. The catalyst class is: 845. (8) Reactant: [F:1][C:2]1[CH:7]=[CH:6][CH:5]=[CH:4][C:3]=1[N:8]1[C:16]2[C:11](=[C:12]([N:17]3[CH2:24][C@H:23]4[C@H:19]([CH2:20][NH:21][CH2:22]4)[C:18]3=[O:25])[CH:13]=[CH:14][CH:15]=2)[CH:10]=[N:9]1.[C:26]([O:30][CH2:31][CH2:32][C:33](O)=[O:34])(=[O:29])[CH:27]=[CH2:28].C(N(C(C)C)C(C)C)C.F[P-](F)(F)(F)(F)F.CN(C(N1C2C(=NC=CC=2)[N+]([O-])=N1)=[N+](C)C)C. Product: [C:26]([O:30][CH2:31][CH2:32][C:33]([N:21]1[CH2:20][C@H:19]2[C@H:23]([CH2:24][N:17]([C:12]3[CH:13]=[CH:14][CH:15]=[C:16]4[C:11]=3[CH:10]=[N:9][N:8]4[C:3]3[CH:4]=[CH:5][CH:6]=[CH:7][C:2]=3[F:1])[C:18]2=[O:25])[CH2:22]1)=[O:34])(=[O:29])[CH:27]=[CH2:28]. The catalyst class is: 7.